Predict the product of the given reaction. From a dataset of Forward reaction prediction with 1.9M reactions from USPTO patents (1976-2016). (1) Given the reactants [C:1]1([CH:7]([CH3:21])[CH2:8][NH:9][C:10]2[N:20]=[CH:19][CH:18]=[CH:17][C:11]=2[C:12]([O:14][CH2:15]C)=[O:13])[CH:6]=[CH:5][CH:4]=[CH:3][CH:2]=1.C(C(CC)CNC1N=CC=CC=1C(OCC)=[O:30])C, predict the reaction product. The product is: [C:1]1([CH:7]([CH3:21])[CH2:8][N:9]2[C:10]3[N:20]=[CH:19][CH:18]=[CH:17][C:11]=3[C:12](=[O:13])[O:14][C:15]2=[O:30])[CH:6]=[CH:5][CH:4]=[CH:3][CH:2]=1. (2) Given the reactants [OH:1][CH2:2][C@H:3]1[O:7][C:6]([CH3:9])([CH3:8])[N:5]([C:10]([O:12][C:13]([CH3:16])([CH3:15])[CH3:14])=[O:11])[C@H:4]1[CH2:17][C:18]1[N:19]=[CH:20][S:21][CH:22]=1.N1C=CN=C1.[C:28]([Si:32](Cl)([CH3:34])[CH3:33])([CH3:31])([CH3:30])[CH3:29], predict the reaction product. The product is: [Si:32]([O:1][CH2:2][C@H:3]1[O:7][C:6]([CH3:9])([CH3:8])[N:5]([C:10]([O:12][C:13]([CH3:14])([CH3:15])[CH3:16])=[O:11])[C@H:4]1[CH2:17][C:18]1[N:19]=[CH:20][S:21][CH:22]=1)([C:28]([CH3:31])([CH3:30])[CH3:29])([CH3:34])[CH3:33]. (3) Given the reactants [CH3:1][O:2][C:3]1[CH:4]=[C:5]([NH:15][C:16](=[O:30])[C@H:17]([NH:22]C(=O)OC(C)(C)C)[CH2:18][CH:19]([CH3:21])[CH3:20])[CH:6]=[CH:7][C:8]=1[C:9]1[CH:14]=[CH:13][N:12]=[N:11][CH:10]=1.C(O)(C(F)(F)F)=O, predict the reaction product. The product is: [NH2:22][C@H:17]([CH2:18][CH:19]([CH3:21])[CH3:20])[C:16]([NH:15][C:5]1[CH:6]=[CH:7][C:8]([C:9]2[CH:14]=[CH:13][N:12]=[N:11][CH:10]=2)=[C:3]([O:2][CH3:1])[CH:4]=1)=[O:30]. (4) Given the reactants C(NC(C)C)(C)C.C([Li])CCC.CCCCCC.[C:19]([OH:24])(=[O:23])[CH:20]([CH3:22])[CH3:21].C([O:29][C:30]([C:32]1[S:33][C:34]([CH2:37]Cl)=[CH:35][CH:36]=1)=[O:31])(C)(C)C.Cl, predict the reaction product. The product is: [C:30]([C:32]1[S:33][C:34]([CH2:37][C:20]([CH3:22])([CH3:21])[C:19]([OH:24])=[O:23])=[CH:35][CH:36]=1)([OH:29])=[O:31]. (5) Given the reactants [Cl:1][CH2:2][C@H:3]1[C:11]2[C:10]3[CH:12]=[CH:13][CH:14]=[CH:15][C:9]=3[C:8]([O:16][P:17]([O:24][C:25]([CH3:28])([CH3:27])[CH3:26])([O:19][C:20]([CH3:23])([CH3:22])[CH3:21])=[O:18])=[CH:7][C:6]=2[N:5]([C:29](=[O:36])[CH2:30][CH2:31][CH2:32][C:33](O)=[O:34])[CH2:4]1.[Cl:37][CH2:38][C@H:39]1[C:47]2[C:46]3[CH:48]=[CH:49][CH:50]=[CH:51][C:45]=3[C:44]([NH:52][C:53](=[O:66])[O:54][CH2:55][CH:56]([S:58][S:59][C:60]3[CH:65]=[CH:64][CH:63]=[CH:62][N:61]=3)[CH3:57])=[CH:43][C:42]=2[NH:41][CH2:40]1.CCN=C=NCCCN(C)C.Cl.CC1C=CC(S(O)(=O)=O)=CC=1, predict the reaction product. The product is: [Cl:37][CH2:38][C@H:39]1[C:47]2[C:46]3[CH:48]=[CH:49][CH:50]=[CH:51][C:45]=3[C:44]([NH:52][C:53](=[O:66])[O:54][CH2:55][CH:56]([S:58][S:59][C:60]3[CH:65]=[CH:64][CH:63]=[CH:62][N:61]=3)[CH3:57])=[CH:43][C:42]=2[N:41]([C:33](=[O:34])[CH2:32][CH2:31][CH2:30][C:29]([N:5]2[C:6]3[CH:7]=[C:8]([O:16][P:17]([O:19][C:20]([CH3:21])([CH3:22])[CH3:23])([O:24][C:25]([CH3:28])([CH3:27])[CH3:26])=[O:18])[C:9]4[CH:15]=[CH:14][CH:13]=[CH:12][C:10]=4[C:11]=3[C@H:3]([CH2:2][Cl:1])[CH2:4]2)=[O:36])[CH2:40]1. (6) Given the reactants [F:1][C:2]1[CH:7]=[CH:6][CH:5]=[CH:4][C:3]=1[C@:8]1([NH:17][C:18]([NH:20]C(=O)OCC2C3C=CC=CC=3C3C2=CC=CC=3)=[S:19])[CH2:12][C@@H:11]([O:13][CH3:14])[CH2:10][C@H:9]1[CH2:15]O, predict the reaction product. The product is: [F:1][C:2]1[CH:7]=[CH:6][CH:5]=[CH:4][C:3]=1[C@:8]12[CH2:12][C@@H:11]([O:13][CH3:14])[CH2:10][C@H:9]1[CH2:15][S:19][C:18]([NH2:20])=[N:17]2.